This data is from Catalyst prediction with 721,799 reactions and 888 catalyst types from USPTO. The task is: Predict which catalyst facilitates the given reaction. (1) Reactant: [CH3:1][O:2][C@@H:3]([C:28]([CH3:36])([C:30]1[CH:35]=[CH:34][CH:33]=[CH:32][CH:31]=1)[CH3:29])[C:4]([NH:6][C@@H:7]([C:24]([CH3:27])([CH3:26])[CH3:25])[C:8]([N:10]([CH3:23])[C@@H:11]([CH:20]([CH3:22])[CH3:21])/[CH:12]=[C:13](\[CH3:19])/[C:14]([O:16]CC)=[O:15])=[O:9])=[O:5].CO[C@H](C(C)(C1C=CC=CC=1)C)C(N[C@@H](C(C)(C)C)C(N(C)[C@@H](C(C)C)/C=C(\C)/C(OCC)=O)=O)=O.O.O.[OH-].[Li+]. Product: [CH3:1][O:2][C@H:3]([C:28]([CH3:36])([C:30]1[CH:31]=[CH:32][CH:33]=[CH:34][CH:35]=1)[CH3:29])[C:4]([NH:6][C@H:7]([C:8]([N:10]([CH3:23])[C@@H:11]([CH:20]([CH3:22])[CH3:21])/[CH:12]=[C:13](\[CH3:19])/[C:14]([OH:16])=[O:15])=[O:9])[C:24]([CH3:25])([CH3:26])[CH3:27])=[O:5]. The catalyst class is: 111. (2) Reactant: [CH3:1][O:2][C:3](=[O:29])/[CH:4]=[CH:5]/[C:6]1[CH:7]=[C:8]2[C:25](=[CH:26][CH:27]=1)[O:24][C:11]1([CH2:16][CH2:15][N:14]([C:17](OC(C)(C)C)=O)[CH2:13][CH2:12]1)[CH2:10][C:9]2=[O:28].CC(O)=O.C=O.[NH:36]1[C:44]2[C:39](=[CH:40][CH:41]=[CH:42][CH:43]=2)[CH:38]=[CH:37]1. Product: [CH3:1][O:2][C:3](=[O:29])/[CH:4]=[CH:5]/[C:6]1[CH:7]=[C:8]2[C:25](=[CH:26][CH:27]=1)[O:24][C:11]1([CH2:12][CH2:13][N:14]([CH2:17][C:38]3[C:39]4[C:44](=[CH:43][CH:42]=[CH:41][CH:40]=4)[NH:36][CH:37]=3)[CH2:15][CH2:16]1)[CH2:10][C:9]2=[O:28]. The catalyst class is: 71. (3) Reactant: [NH2:1][C:2]1[CH:11]=[C:10]([Cl:12])[CH:9]=[CH:8][C:3]=1[C:4]([O:6]C)=O.[C:13]([C:19]([O:21][CH3:22])=[O:20])#[C:14][C:15]([O:17][CH3:18])=[O:16].CC(C)([O-])C.[K+]. Product: [Cl:12][C:10]1[CH:11]=[C:2]2[C:3]([C:4]([OH:6])=[C:13]([C:19]([O:21][CH3:22])=[O:20])[C:14]([C:15]([O:17][CH3:18])=[O:16])=[N:1]2)=[CH:8][CH:9]=1. The catalyst class is: 107. (4) Reactant: [CH3:1][O:2][C:3]1[CH:4]=[C:5]([C:11]2[S:15][C:14]3=[N:16][CH:17]=[C:18](I)[N:13]3[N:12]=2)[CH:6]=[CH:7][C:8]=1[O:9][CH3:10].O1CCOCC1.[C:26]([C:28]1[CH:33]=[CH:32][C:31](B2OC(C)(C)C(C)(C)O2)=[CH:30][N:29]=1)#[N:27].C(=O)([O-])[O-].[K+].[K+]. Product: [CH3:1][O:2][C:3]1[CH:4]=[C:5]([C:11]2[S:15][C:14]3=[N:16][CH:17]=[C:18]([C:31]4[CH:32]=[CH:33][C:28]([C:26]#[N:27])=[N:29][CH:30]=4)[N:13]3[N:12]=2)[CH:6]=[CH:7][C:8]=1[O:9][CH3:10]. The catalyst class is: 189. (5) Reactant: [H-].[Na+].[Cl:3][C:4]1[CH:10]=[C:9]([Cl:11])[CH:8]=[CH:7][C:5]=1[NH2:6].Cl[C:13]1[C:18]([C:19]#[N:20])=[CH:17][N:16]=[C:15]2[C:21]3[CH:27]=[C:26]([N+:28]([O-:30])=[O:29])[CH:25]=[CH:24][C:22]=3[S:23][C:14]=12. Product: [Cl:3][C:4]1[CH:10]=[C:9]([Cl:11])[CH:8]=[CH:7][C:5]=1[NH:6][C:13]1[C:18]([C:19]#[N:20])=[CH:17][N:16]=[C:15]2[C:21]3[CH:27]=[C:26]([N+:28]([O-:30])=[O:29])[CH:25]=[CH:24][C:22]=3[S:23][C:14]=12. The catalyst class is: 9. (6) The catalyst class is: 9. Reactant: [Cl:1][C:2]1[CH:3]=[CH:4][C:5]([O:29][CH3:30])=[C:6]([C:8]2[C:12]([NH:13][C:14]([C:16]3[CH:17]=[N:18][N:19]4[CH:24]=[CH:23][CH:22]=[N:21][C:20]=34)=[O:15])=[CH:11][N:10]([CH2:25][C:26]([OH:28])=O)[N:9]=2)[CH:7]=1.[NH2:31][CH2:32][C@@H:33]([OH:35])[CH3:34].C(N(CC)CC)C. Product: [Cl:1][C:2]1[CH:3]=[CH:4][C:5]([O:29][CH3:30])=[C:6]([C:8]2[C:12]([NH:13][C:14]([C:16]3[CH:17]=[N:18][N:19]4[CH:24]=[CH:23][CH:22]=[N:21][C:20]=34)=[O:15])=[CH:11][N:10]([CH2:25][C:26]([NH:31][CH2:32][C@@H:33]([OH:35])[CH3:34])=[O:28])[N:9]=2)[CH:7]=1. (7) Reactant: Br[C:2]1[CH:11]=[CH:10][C:5]2[C:6](=[O:9])[O:7][CH2:8][C:4]=2[C:3]=1[CH2:12][CH2:13][CH3:14].[CH2:15]([Sn](CCCC)(CCCC)CCCC)[CH:16]=[CH2:17].[Cl-].[Li+]. Product: [CH2:17]([C:2]1[CH:11]=[CH:10][C:5]2[C:6](=[O:9])[O:7][CH2:8][C:4]=2[C:3]=1[CH2:12][CH2:13][CH3:14])[CH:16]=[CH2:15]. The catalyst class is: 25. (8) The catalyst class is: 19. Product: [NH2:12][C:9]1[CH:10]=[CH:11][C:6]([C:4]([N:1]2[CH2:3][CH2:2]2)=[O:5])=[CH:7][C:8]=1[O:15][CH3:16]. Reactant: [N:1]1([C:4]([C:6]2[CH:11]=[CH:10][C:9]([N+:12]([O-])=O)=[C:8]([O:15][CH3:16])[CH:7]=2)=[O:5])[CH2:3][CH2:2]1.OCC1(OC[C@@H](O)[C@@H](O)[C@H]1O)O.